Dataset: Forward reaction prediction with 1.9M reactions from USPTO patents (1976-2016). Task: Predict the product of the given reaction. (1) The product is: [CH2:16]([O:18][C:19](=[O:41])[C:20]([O:23][C:24]1[CH:29]=[CH:28][C:27]([O:30][C:31]2[CH:36]=[CH:35][C:34]([F:37])=[C:33]([CH2:38][NH2:39])[CH:32]=2)=[CH:26][C:25]=1[CH3:40])([CH3:21])[CH3:22])[CH3:17]. Given the reactants O(C1C=CC=CC=1C#N)C1C=CC=CC=1.[CH2:16]([O:18][C:19](=[O:41])[C:20]([O:23][C:24]1[CH:29]=[CH:28][C:27]([O:30][C:31]2[CH:36]=[CH:35][C:34]([F:37])=[C:33]([C:38]#[N:39])[CH:32]=2)=[CH:26][C:25]=1[CH3:40])([CH3:22])[CH3:21])[CH3:17], predict the reaction product. (2) Given the reactants OS(O)(=O)=O.[CH3:6][O:7][C:8]1[CH:16]=[CH:15][C:14]2[N:13]3[CH2:17][CH2:18][CH2:19][N:20]=[C:12]3[C:11]3(OCCC[O:21]3)[C:10]=2[CH:9]=1.[NH4+].[OH-], predict the reaction product. The product is: [CH3:6][O:7][C:8]1[CH:16]=[CH:15][C:14]2[N:13]3[CH2:17][CH2:18][CH2:19][N:20]=[C:12]3[C:11](=[O:21])[C:10]=2[CH:9]=1. (3) Given the reactants [NH2:1][C:2]1[C:3]([C:22]#[N:23])=[N:4][C:5]([C:9]2[CH:14]=[CH:13][C:12]([O:15][CH2:16][CH3:17])=[C:11]([C:18]([F:21])([F:20])[F:19])[CH:10]=2)=[CH:6][C:7]=1[NH2:8].[CH2:24](OC(OCC)OCC)C, predict the reaction product. The product is: [CH2:16]([O:15][C:12]1[CH:13]=[CH:14][C:9]([C:5]2[N:4]=[C:3]([C:22]#[N:23])[C:2]3[N:1]=[CH:24][NH:8][C:7]=3[CH:6]=2)=[CH:10][C:11]=1[C:18]([F:21])([F:19])[F:20])[CH3:17]. (4) Given the reactants [H-].[H-].[H-].[H-].[Li+].[Al+3].[CH:7]1[C:20]2[C:19]3[C:14](=[CH:15][CH:16]=[CH:17][CH:18]=3)[C:13](=O)[NH:12][C:11]=2[CH:10]=[CH:9][CH:8]=1, predict the reaction product. The product is: [CH:7]1[C:20]2[C:19]3[C:14](=[CH:15][CH:16]=[CH:17][CH:18]=3)[CH2:13][NH:12][C:11]=2[CH:10]=[CH:9][CH:8]=1. (5) The product is: [F:15][C:9]1([CH2:8][C@H:7]([NH:16][C:17](=[O:18])[O:19][C:20]([CH3:23])([CH3:22])[CH3:21])[CH2:6][NH:25][CH3:24])[CH2:14][CH2:13][CH2:12][CH2:11][CH2:10]1. Given the reactants CS(O[CH2:6][C@@H:7]([NH:16][C:17]([O:19][C:20]([CH3:23])([CH3:22])[CH3:21])=[O:18])[CH2:8][C:9]1([F:15])[CH2:14][CH2:13][CH2:12][CH2:11][CH2:10]1)(=O)=O.[CH3:24][NH2:25], predict the reaction product. (6) Given the reactants [CH3:1][C@:2]12[C@@:19]3([CH3:20])[C@@H:10]([C@:11]4([CH3:36])[C@@H:16]([CH2:17][CH2:18]3)[C:15]([CH3:22])([CH3:21])[C:14]([C:23]3[CH:35]=[CH:34][C:26]([C:27]([O:29]C(C)(C)C)=[O:28])=[CH:25][CH:24]=3)=[CH:13][CH2:12]4)[CH2:9][CH2:8][C@@H:7]1[C@H:6]1[C@H:37]([C:40]([CH3:42])=[CH2:41])[CH2:38][CH2:39][C@:5]1([CH2:43][NH:44][CH2:45][CH2:46][C:47]1[CH:52]=[CH:51][CH:50]=[CH:49][N:48]=1)[CH2:4][CH2:3]2.C(O)(C(F)(F)F)=O, predict the reaction product. The product is: [CH3:1][C@:2]12[C@@:19]3([CH3:20])[C@@H:10]([C@:11]4([CH3:36])[C@@H:16]([CH2:17][CH2:18]3)[C:15]([CH3:21])([CH3:22])[C:14]([C:23]3[CH:24]=[CH:25][C:26]([C:27]([OH:29])=[O:28])=[CH:34][CH:35]=3)=[CH:13][CH2:12]4)[CH2:9][CH2:8][C@@H:7]1[C@H:6]1[C@H:37]([C:40]([CH3:42])=[CH2:41])[CH2:38][CH2:39][C@:5]1([CH2:43][NH:44][CH2:45][CH2:46][C:47]1[CH:52]=[CH:51][CH:50]=[CH:49][N:48]=1)[CH2:4][CH2:3]2. (7) The product is: [F:1][C:2]1[CH:7]=[C:6]([F:8])[CH:5]=[CH:4][C:3]=1[C:9]([C:11]1[CH:16]=[CH:15][CH:14]=[C:13]([O:17][CH3:18])[CH:12]=1)=[N:26][OH:27]. Given the reactants [F:1][C:2]1[CH:7]=[C:6]([F:8])[CH:5]=[CH:4][C:3]=1[C:9]([C:11]1[CH:16]=[CH:15][CH:14]=[C:13]([O:17][CH3:18])[CH:12]=1)=O.N1C=CC=CC=1.Cl.[NH2:26][OH:27].C(OCC)(=O)C, predict the reaction product.